From a dataset of Catalyst prediction with 721,799 reactions and 888 catalyst types from USPTO. Predict which catalyst facilitates the given reaction. (1) Reactant: [H-].[Na+].[CH3:3][C:4]1[N:8]=[C:7]([NH:9][C:10]2[CH:15]=[CH:14][CH:13]=[CH:12][N:11]=2)[S:6][N:5]=1.I[CH2:17][CH2:18][CH2:19][CH2:20][CH2:21][CH2:22][C:23]([O:25][CH2:26][CH3:27])=[O:24]. Product: [CH2:26]([O:25][C:23](=[O:24])[CH2:22][CH2:21][CH2:20][CH2:19][CH2:18][CH2:17][N:9]([C:7]1[S:6][N:5]=[C:4]([CH3:3])[N:8]=1)[C:10]1[CH:15]=[CH:14][CH:13]=[CH:12][N:11]=1)[CH3:27]. The catalyst class is: 163. (2) Reactant: [Cl:1][C:2]1[N:10]([CH2:11][C:12]2[CH:17]=[CH:16][C:15]([Cl:18])=[CH:14][CH:13]=2)[C:9]2[C:8](=[O:19])[NH:7][C:6](=[O:20])[NH:5][C:4]=2[N:3]=1.C(=O)([O-])[O-].[K+].[K+].[CH3:27][Si:28]([CH3:35])([CH3:34])[CH2:29][CH2:30][O:31][CH2:32]Cl. Product: [Cl:1][C:2]1[N:10]([CH2:11][C:12]2[CH:13]=[CH:14][C:15]([Cl:18])=[CH:16][CH:17]=2)[C:9]2[C:8](=[O:19])[NH:7][C:6](=[O:20])[N:5]([CH2:32][O:31][CH2:30][CH2:29][Si:28]([CH3:35])([CH3:34])[CH3:27])[C:4]=2[N:3]=1. The catalyst class is: 3.